From a dataset of Forward reaction prediction with 1.9M reactions from USPTO patents (1976-2016). Predict the product of the given reaction. (1) Given the reactants [N+:1]([C:4]1[CH:12]=[CH:11][C:7]([C:8](Cl)=[O:9])=[CH:6][CH:5]=1)([O-:3])=[O:2].[N:13]1[CH:18]=[CH:17][CH:16]=[CH:15][C:14]=1[CH:19]([NH2:21])[CH3:20].C(=O)([O-])[O-].[K+].[K+], predict the reaction product. The product is: [N+:1]([C:4]1[CH:12]=[CH:11][C:7]([C:8]([NH:21][CH:19]([C:14]2[CH:15]=[CH:16][CH:17]=[CH:18][N:13]=2)[CH3:20])=[O:9])=[CH:6][CH:5]=1)([O-:3])=[O:2]. (2) Given the reactants [F:1][C:2]1[CH:3]=[CH:4][C:5]([C@@H:8]([NH:10][C:11]2[C:16]([O:17]C)=[CH:15][N:14]=[C:13]([NH:19][C:20]3[C:21]([O:26]C)=[N:22][CH:23]=[CH:24][CH:25]=3)[N:12]=2)[CH3:9])=[N:6][CH:7]=1.Br, predict the reaction product. The product is: [F:1][C:2]1[CH:3]=[CH:4][C:5]([C@@H:8]([NH:10][C:11]2[C:16]([OH:17])=[CH:15][N:14]=[C:13]([NH:19][C:20]3[C:21](=[O:26])[NH:22][CH:23]=[CH:24][CH:25]=3)[N:12]=2)[CH3:9])=[N:6][CH:7]=1. (3) Given the reactants Cl[C:2](=[O:8])[C:3]([O:5][CH2:6][CH3:7])=[O:4].[Br:9][C:10]1[CH:11]=[C:12]([CH:17]=[C:18]([Br:21])[C:19]=1[OH:20])[C:13](=[N:15]O)[NH2:14], predict the reaction product. The product is: [Br:9][C:10]1[CH:11]=[C:12]([C:13]2[N:15]=[C:2]([C:3]([O:5][CH2:6][CH3:7])=[O:4])[O:8][N:14]=2)[CH:17]=[C:18]([Br:21])[C:19]=1[OH:20]. (4) Given the reactants [F:1][C:2]1[CH:3]=[C:4]2[C:8](=[CH:9][CH:10]=1)[NH:7][CH:6]=[C:5]2[CH2:11][CH2:12][NH:13][C:14]([C:16]1([NH:22]C(=O)OC(C)(C)C)[CH2:21][CH2:20][CH2:19][CH2:18][CH2:17]1)=[O:15].FC(F)(F)C(O)=O.C([O-])(O)=O.[Na+].[OH-].[Na+], predict the reaction product. The product is: [NH2:22][C:16]1([C:14]([NH:13][CH2:12][CH2:11][C:5]2[C:4]3[C:8](=[CH:9][CH:10]=[C:2]([F:1])[CH:3]=3)[NH:7][CH:6]=2)=[O:15])[CH2:21][CH2:20][CH2:19][CH2:18][CH2:17]1. (5) Given the reactants N#N.[OH-:3].[Na+].[Na].[F:6][C:7]([F:24])([C:14]([F:23])([C:19]([F:22])([F:21])[F:20])[C:15]([F:18])([F:17])[F:16])[C:8]([C:10]([F:13])([F:12])[F:11])=[CH2:9], predict the reaction product. The product is: [F:6][C:7]([C:8]1([C:10]([F:13])([F:12])[F:11])[CH2:9][O:3]1)([F:24])[C:14]([F:23])([C:19]([F:21])([F:20])[F:22])[C:15]([F:17])([F:16])[F:18]. (6) Given the reactants [CH3:1][C:2]([CH3:38])([CH3:37])[C@H:3]([NH:8][C:9](=[O:36])[C@H:10]([CH:15]([C:26]([O:28]CC1C=CC=CC=1)=[O:27])[C:16]([O:18]CC1C=CC=CC=1)=[O:17])[CH2:11][CH:12]([CH3:14])[CH3:13])[C:4]([NH:6][CH3:7])=[O:5], predict the reaction product. The product is: [CH3:38][C:2]([CH3:1])([CH3:37])[C@H:3]([NH:8][C:9](=[O:36])[C@H:10]([CH:15]([C:26]([OH:28])=[O:27])[C:16]([OH:18])=[O:17])[CH2:11][CH:12]([CH3:14])[CH3:13])[C:4]([NH:6][CH3:7])=[O:5]. (7) The product is: [Cl:21][C:22]1[CH:27]=[CH:26][CH:25]=[C:24]([F:28])[C:23]=1[C:29]1[CH:30]=[C:31]2[C:35](=[CH:36][CH:37]=1)[N:34]([S:38]([C:41]1[CH:42]=[CH:43][C:44]([CH3:45])=[CH:46][CH:47]=1)(=[O:39])=[O:40])[CH:33]=[C:32]2[C:4]1[CH:5]=[N:6][CH:7]=[C:2]([Cl:1])[N:3]=1. Given the reactants [Cl:1][C:2]1[CH:7]=[N:6][CH:5]=[C:4]([Sn](CCCC)(CCCC)CCCC)[N:3]=1.[Cl:21][C:22]1[CH:27]=[CH:26][CH:25]=[C:24]([F:28])[C:23]=1[C:29]1[CH:30]=[C:31]2[C:35](=[CH:36][CH:37]=1)[N:34]([S:38]([C:41]1[CH:47]=[CH:46][C:44]([CH3:45])=[CH:43][CH:42]=1)(=[O:40])=[O:39])[CH:33]=[C:32]2I, predict the reaction product. (8) Given the reactants [C:1]([O:5][C:6]([N:8]1[CH2:13][CH2:12][C:11]([C:16]2[CH:21]=[CH:20][C:19]([Cl:22])=[CH:18][CH:17]=2)([C:14]#[N:15])[CH2:10][CH2:9]1)=[O:7])([CH3:4])([CH3:3])[CH3:2].[OH-:23].[Na+].Cl, predict the reaction product. The product is: [C:1]([O:5][C:6]([N:8]1[CH2:9][CH2:10][C:11]([C:14](=[O:23])[NH2:15])([C:16]2[CH:21]=[CH:20][C:19]([Cl:22])=[CH:18][CH:17]=2)[CH2:12][CH2:13]1)=[O:7])([CH3:4])([CH3:2])[CH3:3].